This data is from Forward reaction prediction with 1.9M reactions from USPTO patents (1976-2016). The task is: Predict the product of the given reaction. (1) Given the reactants Br[C:2]1[CH:3]=[N:4][CH:5]=[C:6]([F:8])[CH:7]=1.[N:9]1[CH:14]=[CH:13][C:12](B(O)O)=[CH:11][CH:10]=1, predict the reaction product. The product is: [F:8][C:6]1[CH:7]=[C:2]([C:12]2[CH:13]=[CH:14][N:9]=[CH:10][CH:11]=2)[CH:3]=[N:4][CH:5]=1. (2) Given the reactants [Br:1][C:2]1[CH:3]=[C:4]([CH:7]=[CH:8][CH:9]=1)[CH:5]=O.[CH3:10][S:11]([C:14]1[CH:19]=[CH:18][C:17]([CH2:20][C:21]([OH:23])=[O:22])=[CH:16][CH:15]=1)(=[O:13])=[O:12].N1CCCCC1, predict the reaction product. The product is: [Br:1][C:2]1[CH:3]=[C:4](/[CH:5]=[C:20](\[C:17]2[CH:16]=[CH:15][C:14]([S:11]([CH3:10])(=[O:13])=[O:12])=[CH:19][CH:18]=2)/[C:21]([OH:23])=[O:22])[CH:7]=[CH:8][CH:9]=1. (3) Given the reactants [CH2:1]([O:3][C:4]([C:6]1[S:7][C:8]2[N:9]=[C:10](Cl)[C:11]([C:25]#[N:26])=[C:12]3[C:17]=2[C:16]=1[NH:15][C:14](=[O:18])[N:13]3[C:19]1[CH:24]=[CH:23][N:22]=[CH:21][CH:20]=1)=[O:5])[CH3:2].[Cl:28][C:29]1[CH:34]=[CH:33][C:32]([F:35])=[CH:31][C:30]=1B(O)O.O1CCOCC1, predict the reaction product. The product is: [CH2:1]([O:3][C:4]([C:6]1[S:7][C:8]2[N:9]=[C:10]([C:34]3[CH:33]=[C:32]([F:35])[CH:31]=[CH:30][C:29]=3[Cl:28])[C:11]([C:25]#[N:26])=[C:12]3[C:17]=2[C:16]=1[NH:15][C:14](=[O:18])[N:13]3[C:19]1[CH:20]=[CH:21][N:22]=[CH:23][CH:24]=1)=[O:5])[CH3:2]. (4) Given the reactants C(NC1C=C(OC)C=CC=1C1CCC2C(=CC=C(OC)C=2)C1)C.Cl.N1(CCOC2C=CC(C(O)=O)=CN=2)CCCCCC1.[N:44]1([CH2:51][CH2:52][O:53][C:54]2[N:59]=[CH:58][C:57]([CH2:60][N:61]([CH2:82][CH3:83])[C:62]3[CH:67]=[C:66]([O:68]C)[CH:65]=[CH:64][C:63]=3[CH:70]3[CH2:79][CH2:78][C:77]4[C:72](=[CH:73][CH:74]=[C:75]([O:80]C)[CH:76]=4)[CH2:71]3)=[CH:56][CH:55]=2)[CH2:50][CH2:49][CH2:48][CH2:47][CH2:46][CH2:45]1, predict the reaction product. The product is: [N:44]1([CH2:51][CH2:52][O:53][C:54]2[N:59]=[CH:58][C:57]([CH2:60][N:61]([CH2:82][CH3:83])[C:62]3[CH:67]=[C:66]([OH:68])[CH:65]=[CH:64][C:63]=3[CH:70]3[CH2:79][CH2:78][C:77]4[CH:76]=[C:75]([OH:80])[CH:74]=[CH:73][C:72]=4[CH2:71]3)=[CH:56][CH:55]=2)[CH2:50][CH2:49][CH2:48][CH2:47][CH2:46][CH2:45]1.